This data is from HIV replication inhibition screening data with 41,000+ compounds from the AIDS Antiviral Screen. The task is: Binary Classification. Given a drug SMILES string, predict its activity (active/inactive) in a high-throughput screening assay against a specified biological target. (1) The drug is CC(=O)OCC12CCC(C)=CC1OC1C3(O)N=C(C)OC3C2(C)C12CO2. The result is 0 (inactive). (2) The drug is c1cc2ccc3ccc[n+]4c3c2[n+](c1)CCC4. The result is 0 (inactive). (3) The drug is O=C(c1ccccc1)c1ccc(C(=O)c2ccccc2)cc1. The result is 0 (inactive). (4) The compound is O=NNc1ccc(S(=O)(=O)c2ccc3ccccc3c2)cn1.[NaH]. The result is 0 (inactive). (5) The compound is CCOC(=O)Nn1cnnc1Cc1ccccc1. The result is 0 (inactive). (6) The drug is Nc1nc(SSc2nc(N)nc3c2ncn3C2CC(O)C(CO)O2)c2ncn(C3CC(O)C(CO)O3)c2n1. The result is 0 (inactive). (7) The compound is O=C1C2ON(c3ccccc3)C(c3ccccc3F)C2C(=O)N1c1ccc(Cc2ccc(N3C(=O)C4ON(c5ccccc5)C(c5ccccc5F)C4C3=O)cc2)cc1. The result is 0 (inactive). (8) The molecule is CCc1ccc(C(=NNC(N)=S)C2CC2)cc1. The result is 0 (inactive).